Dataset: Catalyst prediction with 721,799 reactions and 888 catalyst types from USPTO. Task: Predict which catalyst facilitates the given reaction. Reactant: C[O:2][C:3]([C:5]1[N:6]=[C:7]([C:10]2[CH:15]=[CH:14][C:13]([NH:16][C:17]([O:19][CH2:20][C:21]3[CH:26]=[CH:25][CH:24]=[CH:23][CH:22]=3)=[O:18])=[CH:12][C:11]=2[F:27])[O:8][CH:9]=1)=O.[H-].[Al+3].[Li+].[H-].[H-].[H-]. Product: [F:27][C:11]1[CH:12]=[C:13]([NH:16][C:17](=[O:18])[O:19][CH2:20][C:21]2[CH:22]=[CH:23][CH:24]=[CH:25][CH:26]=2)[CH:14]=[CH:15][C:10]=1[C:7]1[O:8][CH:9]=[C:5]([CH2:3][OH:2])[N:6]=1. The catalyst class is: 7.